From a dataset of Forward reaction prediction with 1.9M reactions from USPTO patents (1976-2016). Predict the product of the given reaction. Given the reactants [Cl:1][C:2]1[CH:3]=[C:4]([CH:9]([N:23]2C(=O)C3C(=CC=CC=3)C2=O)[C:10]2([F:22])[CH2:14][CH2:13][N:12]([C:15]([O:17][C:18]([CH3:21])([CH3:20])[CH3:19])=[O:16])[CH2:11]2)[CH:5]=[CH:6][C:7]=1[F:8].C1COCC1.O.NN, predict the reaction product. The product is: [NH2:23][CH:9]([C:4]1[CH:5]=[CH:6][C:7]([F:8])=[C:2]([Cl:1])[CH:3]=1)[C:10]1([F:22])[CH2:14][CH2:13][N:12]([C:15]([O:17][C:18]([CH3:21])([CH3:20])[CH3:19])=[O:16])[CH2:11]1.